Dataset: Full USPTO retrosynthesis dataset with 1.9M reactions from patents (1976-2016). Task: Predict the reactants needed to synthesize the given product. (1) Given the product [N:26]1([CH2:2][C:3]2[CH:4]=[C:5]([C:9]3[CH:13]=[C:12]([CH2:14][CH:15]([CH3:17])[CH3:16])[S:11][C:10]=3[S:18]([NH:21][C:22]([CH3:25])([CH3:24])[CH3:23])(=[O:20])=[O:19])[CH:6]=[CH:7][CH:8]=2)[CH:30]=[CH:29][CH:28]=[N:27]1, predict the reactants needed to synthesize it. The reactants are: Br[CH2:2][C:3]1[CH:4]=[C:5]([C:9]2[CH:13]=[C:12]([CH2:14][CH:15]([CH3:17])[CH3:16])[S:11][C:10]=2[S:18]([NH:21][C:22]([CH3:25])([CH3:24])[CH3:23])(=[O:20])=[O:19])[CH:6]=[CH:7][CH:8]=1.[NH:26]1[CH:30]=[CH:29][CH:28]=[N:27]1. (2) Given the product [Cl:26][C:27]1[CH:32]=[CH:31][C:30]([Cl:33])=[CH:29][C:28]=1[C:2]1[CH:7]=[CH:6][C:5]([CH2:8][C@@H:9]([NH:18][C:19]([C:21]2[N:22]=[N:23][NH:24][CH:25]=2)=[O:20])[CH2:10][C@:11]([CH2:16][OH:17])([CH3:15])[C:12]([OH:14])=[O:13])=[CH:4][CH:3]=1, predict the reactants needed to synthesize it. The reactants are: Br[C:2]1[CH:7]=[CH:6][C:5]([CH2:8][C@@H:9]([NH:18][C:19]([C:21]2[N:22]=[N:23][NH:24][CH:25]=2)=[O:20])[CH2:10][C@:11]([CH2:16][OH:17])([CH3:15])[C:12]([OH:14])=[O:13])=[CH:4][CH:3]=1.[Cl:26][C:27]1[CH:32]=[CH:31][C:30]([Cl:33])=[CH:29][C:28]=1B(O)O.C(=O)([O-])[O-].[Na+].[Na+].O. (3) Given the product [F:8][C:9]1[CH:14]=[CH:13][C:12]([C@@H:15]([NH:17][C:18]2[CH:23]=[C:22]([C:24]3[CH:28]=[CH:27][NH:26][N:25]=3)[CH:21]=[C:20]([NH:37][C:38]3[CH:43]=[N:42][CH:41]=[CH:40][N:39]=3)[N:19]=2)[CH3:16])=[CH:11][CH:10]=1, predict the reactants needed to synthesize it. The reactants are: FC(F)(F)C(O)=O.[F:8][C:9]1[CH:14]=[CH:13][C:12]([C@@H:15]([NH:17][C:18]2[CH:23]=[C:22]([C:24]3[CH:28]=[CH:27][N:26](COCC[Si](C)(C)C)[N:25]=3)[CH:21]=[C:20]([NH:37][C:38]3[CH:43]=[N:42][CH:41]=[CH:40][N:39]=3)[N:19]=2)[CH3:16])=[CH:11][CH:10]=1.